Dataset: Experimentally validated miRNA-target interactions with 360,000+ pairs, plus equal number of negative samples. Task: Binary Classification. Given a miRNA mature sequence and a target amino acid sequence, predict their likelihood of interaction. (1) The miRNA is hsa-miR-518f-3p with sequence GAAAGCGCUUCUCUUUAGAGG. The protein sequence of the target gene is MPYSEVEAKFLGPGKEQTREPCYKKLKSAADDGVSPLRGGPDIHRIQEKPRNNRVAVATINFRRRVCPQEDKTSTDVLKPLHKEMPGDKLGGSESIGSPALQDGKPSPLAKDDEIYSTSKAFIGPIYKPPEKKKCRERKSETDTFSSIDSKRRQEEKQKSNSKKLEMDTELSQFYKEIEELENENEASQGSCTEPEPSEEPIISYDWACNTLKSEEENKDLSDVLQSHCGYQEYLEDEPDYPCDEQLMPAFCETSFPSFRPEWQSMHPFVIPHDPLSSFNYFNFQRFGTPLHPSPDVFHG.... Result: 0 (no interaction). (2) The miRNA is mmu-miR-466i-3p with sequence AUACACACACACAUACACACUA. The protein sequence of the target gene is MLDMGDRKEVKMIPKSSFSINSLVPEAVQNDNHHASHGHHNSHHPQHHHHHHHHHHPPPPAPQPPPPPPQQQQQQPPPAPQPPQARGAPAADDDKGPQPLLLPPSTALDGAKADALGAKGEPGGGPAELAPVGPDEKEKGAGAGGEEKKGAGEGGKDGEGGKEGDKKNGKYEKPPFSYNALIMMAIRQSPEKRLTLNGIYEFIMKNFPYYRENKQGWQNSIRHNLSLNKCFVKVPRHYDDPGKGNYWMLDPSSDDVFIGGTTGKLRRRSTTSRAKLAFKRGARLTSTGLTFMDRAGSLYW.... Result: 0 (no interaction). (3) The miRNA is hsa-miR-8079 with sequence CAGUGAUCGUCUCUGCUGGC. The protein sequence of the target gene is MDSRLQEIRERQKLRRQLLAQQLGAESADSIGAVLNSKDEQREIAETRETCRASYDTSAPNAKRKYLDEGETDEDKMEEYKDELEMQQDEENLPYEEEIYKDSSTFLKGTQSLNPHNDYCQHFVDTGHRPQNFIRDVGLADRFEEYPKLRELIRLKDELIAKSNTPPMYLQADIEAFDIRELTPKFDVILLEPPLEEYYRETGITANEKCWTWDDIMKLEIDEIAAPRSFIFLWCGSGEGLDLGRVCLRKWGYRRCEDICWIKTNKNNPGKTKTLDPKAVFQRTKEHCLMGIKGTVKRST.... Result: 1 (interaction). (4) The miRNA is hsa-miR-593-5p with sequence AGGCACCAGCCAGGCAUUGCUCAGC. The protein sequence of the target gene is MKKIRICHIFTFYSWMSYDVLFQRTELGALEIWRQLICAHVCICVGWLYLRDRVCSKKDIILRTEQNSGRTILIKAVTEKNFETKDFRASLENGVLLCDLINKLKPGVIKKINRLSTPIAGLDNINVFLKACEQIGLKEAQLFHPGDLQDLSNRVTVKQEETDRRVKNVLITLYWLGRKAQSNPYYNGPHLNLKAFENLLGQALTKALEDSSFLKRSGRDSGYGDIWCPERGEFLAPPRHHKREDSFESLDSLGSRSLTSCSSDITLRGGREGFESDTDSEFTFKMQDYNKDDMSYRRIS.... Result: 0 (no interaction).